From a dataset of Drug-target binding data from BindingDB using Kd measurements. Regression. Given a target protein amino acid sequence and a drug SMILES string, predict the binding affinity score between them. We predict pKd (pKd = -log10(Kd in M); higher means stronger binding). Dataset: bindingdb_kd. (1) The compound is O=c1[nH]c(=O)c2c[nH]nc2[nH]1. The target protein (P9WP01) has sequence MADPRPDPDELARRAAQVIADRTGIGEHDVAVVLGSGWLPAVAALGSPTTVLPQAELPGFVPPTAAGHAGELLSVPIGAHRVLVLAGRIHAYEGHDLRYVVHPVRAARAAGAQIMVLTNAAGGLRADLQVGQPVLISDHLNLTARSPLVGGEFVDLTDAYSPRLRELARQSDPQLAEGVYAGLPGPHYETPAEIRMLQTLGADLVGMSTVHETIAARAAGAEVLGVSLVTNLAAGITGEPLSHAEVLAAGAASATRMGALLADVIARF. The pKd is 3.1. (2) The compound is Cc1sc2c(c1C)C(c1ccc(Cl)cc1)=N[C@@H](CC(=O)OC(C)(C)C)c1nnc(C)n1-2. The target protein sequence is NPPPPETSNPNKPKRQTNQLQYLLRVVLKTLWKHQFAAPFQQPVDAVKLNLPDYYKIIKTPMDMGTIKKRLENNYYWNAQECIQDFNTMFTNCYIYNKPGDDIVLMAEALEKLFLQKINELPT. The pKd is 7.9.